From a dataset of NCI-60 drug combinations with 297,098 pairs across 59 cell lines. Regression. Given two drug SMILES strings and cell line genomic features, predict the synergy score measuring deviation from expected non-interaction effect. (1) Drug 1: CC1C(C(CC(O1)OC2CC(OC(C2O)C)OC3=CC4=CC5=C(C(=O)C(C(C5)C(C(=O)C(C(C)O)O)OC)OC6CC(C(C(O6)C)O)OC7CC(C(C(O7)C)O)OC8CC(C(C(O8)C)O)(C)O)C(=C4C(=C3C)O)O)O)O. Drug 2: CC12CCC3C(C1CCC2O)C(CC4=C3C=CC(=C4)O)CCCCCCCCCS(=O)CCCC(C(F)(F)F)(F)F. Cell line: SNB-19. Synergy scores: CSS=23.5, Synergy_ZIP=0.713, Synergy_Bliss=-2.93, Synergy_Loewe=-25.5, Synergy_HSA=-2.14. (2) Drug 1: C1=CC=C(C(=C1)C(C2=CC=C(C=C2)Cl)C(Cl)Cl)Cl. Drug 2: C1CCC(C(C1)N)N.C(=O)(C(=O)[O-])[O-].[Pt+4]. Cell line: SN12C. Synergy scores: CSS=23.8, Synergy_ZIP=-5.79, Synergy_Bliss=0.114, Synergy_Loewe=-7.39, Synergy_HSA=3.75.